This data is from Retrosynthesis with 50K atom-mapped reactions and 10 reaction types from USPTO. The task is: Predict the reactants needed to synthesize the given product. (1) Given the product COC(=O)c1cc(F)c(-c2nn(Cc3c(Br)cccc3C(F)(F)F)c3cccc(F)c23)cc1OC, predict the reactants needed to synthesize it. The reactants are: COC(=O)c1cc(F)c(-c2n[nH]c3cccc(F)c23)cc1OC.FC(F)(F)c1cccc(Br)c1CBr. (2) Given the product COC(=O)c1sc(-n2cnc3ccncc32)cc1OCc1cccc(C(F)(F)F)c1, predict the reactants needed to synthesize it. The reactants are: COC(=O)c1sc(-n2cnc3ccncc32)cc1O.FC(F)(F)c1cccc(CBr)c1. (3) Given the product COC(=O)c1cc(Cl)ccc1NC(=O)c1cccc(-c2cncc3ccccc23)c1, predict the reactants needed to synthesize it. The reactants are: COC(=O)c1cc(Cl)ccc1NC(=O)c1cccc(Br)c1.OB(O)c1cncc2ccccc12. (4) The reactants are: O=C(O)c1c(-c2ccccc2)oc2ccccc2c1=O.c1ccc(CN2CCNCC2)cc1. Given the product O=C(c1c(-c2ccccc2)oc2ccccc2c1=O)N1CCN(Cc2ccccc2)CC1, predict the reactants needed to synthesize it. (5) The reactants are: CN(C)CCN.Nc1ccc(S(=O)(=O)O)cc1. Given the product CN(C)CCNS(=O)(=O)c1ccc(N)cc1, predict the reactants needed to synthesize it.